From a dataset of Full USPTO retrosynthesis dataset with 1.9M reactions from patents (1976-2016). Predict the reactants needed to synthesize the given product. (1) Given the product [CH3:25][C:26]1[S:27][CH:28]=[C:29]([C:31]([N:33]2[CH2:38][C:37]3([CH2:43][CH2:42][N:41]([CH2:6][CH2:7][CH2:8][O:9][C:10]4[CH:11]=[C:12]([CH:13]=[CH:14][CH:15]=4)[CH:16]=[O:17])[CH2:40][CH2:39]3)[O:36][CH2:35][CH2:34]2)=[O:32])[N:30]=1, predict the reactants needed to synthesize it. The reactants are: CS(O[CH2:6][CH2:7][CH2:8][O:9][C:10]1[CH:15]=[CH:14][CH:13]=[C:12]([CH:16]=[O:17])[CH:11]=1)(=O)=O.FC(F)(F)C(O)=O.[CH3:25][C:26]1[S:27][CH:28]=[C:29]([C:31]([N:33]2[CH2:38][C:37]3([CH2:43][CH2:42][NH:41][CH2:40][CH2:39]3)[O:36][CH2:35][CH2:34]2)=[O:32])[N:30]=1.C(N(CC)CC)C. (2) Given the product [Cl:13][C:14]1[CH:15]=[CH:16][C:17]([C:20]2[N:21]=[C:22]([CH2:38][N:39]3[N:43]=[N:42][CH:41]=[N:40]3)[C:23]([C:33]([NH:8][N:2]3[CH2:7][CH2:6][CH2:5][CH2:4][CH2:3]3)=[O:34])=[N:24][C:25]=2[C:26]2[CH:27]=[CH:28][C:29]([CH3:32])=[CH:30][CH:31]=2)=[CH:18][CH:19]=1, predict the reactants needed to synthesize it. The reactants are: Cl.[N:2]1([NH2:8])[CH2:7][CH2:6][CH2:5][CH2:4][CH2:3]1.C[Al](C)C.[Cl:13][C:14]1[CH:19]=[CH:18][C:17]([C:20]2[N:21]=[C:22]([CH2:38][N:39]3[N:43]=[N:42][CH:41]=[N:40]3)[C:23]([C:33](OCC)=[O:34])=[N:24][C:25]=2[C:26]2[CH:31]=[CH:30][C:29]([CH3:32])=[CH:28][CH:27]=2)=[CH:16][CH:15]=1.